Dataset: Full USPTO retrosynthesis dataset with 1.9M reactions from patents (1976-2016). Task: Predict the reactants needed to synthesize the given product. (1) The reactants are: [CH3:1][CH:2]([CH2:4][CH2:5][CH2:6][C@H:7]([C@@H:9]1[C@:26]2([CH3:27])[C@H:12]([C@H:13]3[C@H:23]([CH2:24][CH2:25]2)[C@:21]2([CH3:22])[C:16]([CH2:17][C@@H:18](O)[CH2:19][CH2:20]2)=[CH:15][CH2:14]3)[CH2:11][CH2:10]1)[CH3:8])[CH3:3].CC(CCC[C@H]([C@@H]1[C@]2(C)[C@H]([C@H]3[C@H](CC2)[C@]2(C)C(C[C@@H](NCCCNC(=O)CCNC(=O)CCNC(=O)CCCCCNC4C=CC([N+]([O-])=O)=CC=4[N+]([O-])=O)CC2)=CC3)CC1)C)C.[Si]([N:95]=[N+:96]=[N-:97])(C)(C)C.B(F)(F)F.CCOCC. Given the product [N:95]([C@H:18]1[CH2:19][CH2:20][C@@:21]2([CH3:22])[C:16](=[CH:15][CH2:14][C@@H:13]3[C@@H:23]2[CH2:24][CH2:25][C@@:26]2([CH3:27])[C@H:12]3[CH2:11][CH2:10][C@@H:9]2[C@H:7]([CH3:8])[CH2:6][CH2:5][CH2:4][CH:2]([CH3:3])[CH3:1])[CH2:17]1)=[N+:96]=[N-:97], predict the reactants needed to synthesize it. (2) Given the product [CH3:1][O:2][C:3](=[O:12])[C:4]1[CH:9]=[CH:8][C:7]([OH:14])=[C:6]([CH3:11])[CH:5]=1, predict the reactants needed to synthesize it. The reactants are: [CH3:1][O:2][C:3](=[O:12])[C:4]1[CH:9]=[CH:8][C:7](N)=[C:6]([CH3:11])[CH:5]=1.S(=O)(=O)(O)[OH:14].N([O-])=O.[Na+].NC(N)=O. (3) Given the product [C:1]([O:5][C:6]([N:8]1[CH2:9][CH:10]=[C:11]([C:14]2[NH:31][C:17]3[N:18]=[CH:19][N:20]=[C:21]([NH:22][C:23]4[CH:28]=[CH:27][C:26](=[O:29])[NH:25][CH:24]=4)[C:16]=3[CH:15]=2)[CH2:12][CH2:13]1)=[O:7])([CH3:4])([CH3:2])[CH3:3], predict the reactants needed to synthesize it. The reactants are: [C:1]([O:5][C:6]([N:8]1[CH2:13][CH:12]=[C:11]([C:14]2[NH:31][C:17]3[N:18]=[CH:19][N:20]=[C:21]([NH:22][C:23]4[CH:24]=[N:25][C:26]([O:29]C)=[CH:27][CH:28]=4)[C:16]=3[CH:15]=2)[CH2:10][CH2:9]1)=[O:7])([CH3:4])([CH3:3])[CH3:2].[Na+].[I-].C[Si](Cl)(C)C.C([O-])(O)=O.[Na+].CC(OC(OC(OC(C)(C)C)=O)=O)(C)C. (4) Given the product [F:15][C:12]1[CH:13]=[CH:14][C:9]([NH:8][C:6](=[O:7])[C:5]2[CH:16]=[CH:17][C:2]([I:18])=[N:3][CH:4]=2)=[CH:10][CH:11]=1, predict the reactants needed to synthesize it. The reactants are: Cl[C:2]1[CH:17]=[CH:16][C:5]([C:6]([NH:8][C:9]2[CH:14]=[CH:13][C:12]([F:15])=[CH:11][CH:10]=2)=[O:7])=[CH:4][N:3]=1.[I-:18].[Na+].C(Cl)(=O)C.